From a dataset of Full USPTO retrosynthesis dataset with 1.9M reactions from patents (1976-2016). Predict the reactants needed to synthesize the given product. (1) Given the product [C:18]([C:8]1[C@@H:9]([C:10]2[CH:15]=[CH:14][C:13]([C:16]#[N:17])=[CH:12][CH:11]=2)[N:4]2[N:3]=[C:2]([NH:1][C:39](=[O:40])[O:41][CH:42]([CH3:44])[CH3:43])[N:31]=[C:5]2[N:6]([C:21]2[CH:26]=[CH:25][CH:24]=[C:23]([C:27]([F:28])([F:30])[F:29])[CH:22]=2)[C:7]=1[CH3:20])#[N:19], predict the reactants needed to synthesize it. The reactants are: [NH2:1][C:2]1[N:31]=[C:5]2[N:6]([C:21]3[CH:26]=[CH:25][CH:24]=[C:23]([C:27]([F:30])([F:29])[F:28])[CH:22]=3)[C:7]([CH3:20])=[C:8]([C:18]#[N:19])[C@@H:9]([C:10]3[CH:15]=[CH:14][C:13]([C:16]#[N:17])=[CH:12][CH:11]=3)[N:4]2[N:3]=1.N1C=CC=CC=1.Cl[C:39]([O:41][CH:42]([CH3:44])[CH3:43])=[O:40]. (2) Given the product [Br:12][C:2]1[S:1][CH:5]=[CH:4][C:3]=1[CH2:6][C:7]([O:9][CH2:10][CH3:11])=[O:8], predict the reactants needed to synthesize it. The reactants are: [S:1]1[CH:5]=[CH:4][C:3]([CH2:6][C:7]([O:9][CH2:10][CH3:11])=[O:8])=[CH:2]1.[Br:12]N1C(=O)CCC1=O. (3) Given the product [CH2:1]([NH:8][C:9]([C:11]1[S:15][C:14]([C:16]2[CH:21]=[N:20][CH:19]=[C:18]([CH2:22][CH2:23][CH2:24][C:25]3[CH:30]=[CH:29][CH:28]=[CH:27][CH:26]=3)[N:17]=2)=[N:13][C:12]=1[CH3:31])=[O:10])[C:2]1[CH:3]=[CH:4][CH:5]=[CH:6][CH:7]=1, predict the reactants needed to synthesize it. The reactants are: [CH2:1]([NH:8][C:9]([C:11]1[S:15][C:14]([C:16]2[CH:21]=[N:20][CH:19]=[C:18](/[CH:22]=[CH:23]/[CH2:24][C:25]3[CH:30]=[CH:29][CH:28]=[CH:27][CH:26]=3)[N:17]=2)=[N:13][C:12]=1[CH3:31])=[O:10])[C:2]1[CH:7]=[CH:6][CH:5]=[CH:4][CH:3]=1. (4) Given the product [CH:27]1([N:30]2[CH2:35][CH2:34][N:33]([C:19]([C:18]3[CH:22]=[CH:23][C:15]([N:12]4[C:13]([OH:14])=[C:9]([C:6]5[CH:7]=[CH:8][C:3]([C:1]#[N:2])=[CH:4][C:5]=5[CH3:24])[CH:10]=[N:11]4)=[N:16][CH:17]=3)=[O:21])[CH2:32][C@H:31]2[CH3:36])[CH2:29][CH2:28]1, predict the reactants needed to synthesize it. The reactants are: [C:1]([C:3]1[CH:8]=[CH:7][C:6]([C:9]2[CH:10]=[N:11][N:12]([C:15]3[CH:23]=[CH:22][C:18]([C:19]([OH:21])=O)=[CH:17][N:16]=3)[C:13]=2[OH:14])=[C:5]([CH3:24])[CH:4]=1)#[N:2].Cl.Cl.[CH:27]1([N:30]2[CH2:35][CH2:34][NH:33][CH2:32][C@H:31]2[CH3:36])[CH2:29][CH2:28]1.